Predict the product of the given reaction. From a dataset of Forward reaction prediction with 1.9M reactions from USPTO patents (1976-2016). (1) Given the reactants C[O:2][C:3]1[CH:12]=[C:11]2[C:6]([CH2:7][CH:8]([NH:13][CH2:14][CH2:15][CH3:16])[CH2:9][O:10]2)=[CH:5][CH:4]=1.B(Br)(Br)[Br:18].CO, predict the reaction product. The product is: [BrH:18].[CH2:14]([NH:13][CH:8]1[CH2:7][C:6]2[C:11](=[CH:12][C:3]([OH:2])=[CH:4][CH:5]=2)[O:10][CH2:9]1)[CH2:15][CH3:16]. (2) The product is: [F:23][C:24]1[C:25]([C:2]2[N:3]=[C:4]([CH:12]3[CH2:15][CH:14]([N:16]4[CH2:21][CH2:20][N:19]([CH3:22])[CH2:18][CH2:17]4)[CH2:13]3)[N:5]3[CH:10]=[CH:9][N:8]=[C:7]([NH2:11])[C:6]=23)=[CH:26][CH:27]=[C:28]2[C:33]=1[N:32]=[C:31]([C:34]1[CH:35]=[CH:36][CH:37]=[CH:38][CH:39]=1)[CH:30]=[CH:29]2. Given the reactants I[C:2]1[N:3]=[C:4]([CH:12]2[CH2:15][CH:14]([N:16]3[CH2:21][CH2:20][N:19]([CH3:22])[CH2:18][CH2:17]3)[CH2:13]2)[N:5]2[CH:10]=[CH:9][N:8]=[C:7]([NH2:11])[C:6]=12.[F:23][C:24]1[C:25](B2OC(C)(C)C(C)(C)O2)=[CH:26][CH:27]=[C:28]2[C:33]=1[N:32]=[C:31]([C:34]1[CH:39]=[CH:38][CH:37]=[CH:36][CH:35]=1)[CH:30]=[CH:29]2.C(=O)([O-])[O-].[Cs+].[Cs+].N#N.C([O-])(O)=O.[Na+], predict the reaction product.